This data is from Catalyst prediction with 721,799 reactions and 888 catalyst types from USPTO. The task is: Predict which catalyst facilitates the given reaction. (1) Reactant: [O:1]1[CH2:5][CH2:4][CH2:3][CH:2]1[C:6]1[CH:18]=[CH:17][CH:16]=[CH:15][C:7]=1[O:8][CH2:9][C:10]([O:12]CC)=[O:11].[OH-].[Li+].Cl. Product: [O:1]1[CH2:5][CH2:4][CH2:3][CH:2]1[C:6]1[CH:18]=[CH:17][CH:16]=[CH:15][C:7]=1[O:8][CH2:9][C:10]([OH:12])=[O:11]. The catalyst class is: 111. (2) Reactant: [CH2:1]([C:4]1[C:8]([CH2:9][CH2:10][CH2:11][CH2:12][OH:13])=[CH:7][N:6]([C:14]2[CH:19]=[CH:18][C:17]([C:20]([F:23])([F:22])[F:21])=[CH:16][N:15]=2)[N:5]=1)[CH2:2][CH3:3].O[C:25]1[C:30]([O:31][CH3:32])=[CH:29][CH:28]=[CH:27][C:26]=1[CH2:33][C:34]([O:36]C)=[O:35].C(P(CCCC)CCCC)CCC.N(C(N1CCCCC1)=O)=NC(N1CCCCC1)=O. Product: [CH3:32][O:31][C:30]1[C:25]([O:13][CH2:12][CH2:11][CH2:10][CH2:9][C:8]2[C:4]([CH2:1][CH2:2][CH3:3])=[N:5][N:6]([C:14]3[CH:19]=[CH:18][C:17]([C:20]([F:22])([F:21])[F:23])=[CH:16][N:15]=3)[CH:7]=2)=[C:26]([CH2:33][C:34]([OH:36])=[O:35])[CH:27]=[CH:28][CH:29]=1. The catalyst class is: 7. (3) Reactant: [CH:1]([CH:3]=[CH2:4])=[O:2].C(N(CC)CC)C.[C:12]1([SH:18])[CH:17]=[CH:16][CH:15]=[CH:14][CH:13]=1. Product: [C:12]1([S:18][CH2:4][CH2:3][CH:1]=[O:2])[CH:17]=[CH:16][CH:15]=[CH:14][CH:13]=1. The catalyst class is: 2. (4) Reactant: [CH3:1][N:2]([CH3:50])[CH2:3][C:4]([N:6]1[C:14]2[C:9](=[CH:10][C:11]([O:48][CH3:49])=[C:12]([NH:15][C:16]3[N:17]=[C:18]([NH:36][C:37]4[CH:46]=[CH:45][CH:44]=[C:43]([F:47])[C:38]=4[C:39]([NH:41][CH3:42])=[O:40])[C:19]4[C:24]([F:25])=[CH:23][N:22](S(C5C=CC(C)=CC=5)(=O)=O)[C:20]=4[N:21]=3)[CH:13]=2)[CH2:8][CH2:7]1)=[O:5].[OH-].[K+].C([O-])(O)=O.[Na+]. Product: [CH3:50][N:2]([CH3:1])[CH2:3][C:4]([N:6]1[C:14]2[C:9](=[CH:10][C:11]([O:48][CH3:49])=[C:12]([NH:15][C:16]3[NH:21][C:20]4=[N:22][CH:23]=[C:24]([F:25])[C:19]4=[C:18]([NH:36][C:37]4[CH:46]=[CH:45][CH:44]=[C:43]([F:47])[C:38]=4[C:39]([NH:41][CH3:42])=[O:40])[N:17]=3)[CH:13]=2)[CH2:8][CH2:7]1)=[O:5]. The catalyst class is: 225.